Dataset: Forward reaction prediction with 1.9M reactions from USPTO patents (1976-2016). Task: Predict the product of the given reaction. (1) Given the reactants [CH3:1][C:2]1[C:6]([C:7]2[C:8](=[O:33])[NH:9][C:10](=[O:32])[N:11]([CH2:13][CH2:14][CH2:15][N:16]3[CH2:21][C@H:20]4[C@:18]([C:22]5[CH:27]=[CH:26][C:25]([C:28]([F:31])([F:30])[F:29])=[CH:24][CH:23]=5)([CH2:19]4)[CH2:17]3)[CH:12]=2)=[CH:5][S:4][N:3]=1.[ClH:34], predict the reaction product. The product is: [ClH:34].[CH3:1][C:2]1[C:6]([C:7]2[C:8](=[O:33])[NH:9][C:10](=[O:32])[N:11]([CH2:13][CH2:14][CH2:15][N:16]3[CH2:21][C@H:20]4[C@:18]([C:22]5[CH:27]=[CH:26][C:25]([C:28]([F:31])([F:30])[F:29])=[CH:24][CH:23]=5)([CH2:19]4)[CH2:17]3)[CH:12]=2)=[CH:5][S:4][N:3]=1. (2) Given the reactants C=O.[CH3:3][NH:4][CH3:5].[Cl:6][C:7]1[CH:8]=[C:9]2[C:13](=[CH:14][CH:15]=1)[NH:12][CH:11]=[CH:10]2.[C:16]([O-])(O)=O.[Na+].[OH-].[Na+], predict the reaction product. The product is: [Cl:6][C:7]1[CH:8]=[C:9]2[C:5](=[CH:14][CH:15]=1)[NH:4][CH:3]=[C:10]2[CH2:11][N:12]([CH3:16])[CH3:13]. (3) Given the reactants Br[C:2]1[CH:7]=[CH:6][C:5]([F:8])=[C:4]([Cl:9])[CH:3]=1.[Mg].CON(C)[C:14]([C@@H:16]1[CH2:21][CH2:20][CH2:19][N:18]([C:22]([O:24][C:25]([CH3:28])([CH3:27])[CH3:26])=[O:23])[CH2:17]1)=[O:15], predict the reaction product. The product is: [Cl:9][C:4]1[CH:3]=[C:2]([CH:7]=[CH:6][C:5]=1[F:8])[C:14]([C@@H:16]1[CH2:21][CH2:20][CH2:19][N:18]([C:22]([O:24][C:25]([CH3:28])([CH3:27])[CH3:26])=[O:23])[CH2:17]1)=[O:15].